Dataset: Peptide-MHC class I binding affinity with 185,985 pairs from IEDB/IMGT. Task: Regression. Given a peptide amino acid sequence and an MHC pseudo amino acid sequence, predict their binding affinity value. This is MHC class I binding data. (1) The peptide sequence is YTLNNGVAM. The MHC is BoLA-AW10 with pseudo-sequence BoLA-AW10. The binding affinity (normalized) is 0.0641. (2) The peptide sequence is DLYTSMRL. The MHC is Mamu-A02 with pseudo-sequence Mamu-A02. The binding affinity (normalized) is 0.165. (3) The peptide sequence is GSEVPGFCH. The MHC is HLA-B44:02 with pseudo-sequence HLA-B44:02. The binding affinity (normalized) is 0.0847.